This data is from Forward reaction prediction with 1.9M reactions from USPTO patents (1976-2016). The task is: Predict the product of the given reaction. The product is: [Br:9][CH2:10][CH2:11][O:8][C:5]1[CH:6]=[CH:7][C:2]([I:1])=[CH:3][CH:4]=1. Given the reactants [I:1][C:2]1[CH:7]=[CH:6][C:5]([OH:8])=[CH:4][CH:3]=1.[Br:9][CH2:10][CH2:11]Br.C(=O)([O-])[O-].[K+].[K+], predict the reaction product.